Dataset: Reaction yield outcomes from USPTO patents with 853,638 reactions. Task: Predict the reaction yield, written as a fraction of the theoretical maximum amount of product (1.0 means a 100% yield; for example, 0.34 means a 34% yield). (1) The reactants are Cl[C:2]1[CH:33]=[CH:32][C:5]([C:6]([NH:8][C:9]2[CH:14]=[C:13]([C:15]([N:17]3[CH2:22][CH:21]4[CH:19]([CH:20]4[C:23]4[CH:28]=[CH:27][C:26]([O:29][CH3:30])=[CH:25][CH:24]=4)[CH2:18]3)=[O:16])[CH:12]=[CH:11][C:10]=2[CH3:31])=[O:7])=[CH:4][N:3]=1.[CH:34]([NH2:37])([CH3:36])[CH3:35].C([O-])(O)=O.[Na+]. The catalyst is CS(C)=O. The product is [CH:34]([NH:37][C:2]1[CH:33]=[CH:32][C:5]([C:6]([NH:8][C:9]2[CH:14]=[C:13]([C:15]([N:17]3[CH2:18][CH:19]4[CH:21]([CH:20]4[C:23]4[CH:28]=[CH:27][C:26]([O:29][CH3:30])=[CH:25][CH:24]=4)[CH2:22]3)=[O:16])[CH:12]=[CH:11][C:10]=2[CH3:31])=[O:7])=[CH:4][N:3]=1)([CH3:36])[CH3:35]. The yield is 0.360. (2) The reactants are C[Si](C)(C)CC[O:5][C:6](=[O:37])[C:7]1[CH:12]=[C:11]([O:13][CH2:14][CH2:15][C:16]2[N:17]=[C:18]([C:22]3[CH:27]=[CH:26][CH:25]=[CH:24][CH:23]=3)[O:19][C:20]=2[CH3:21])[CH:10]=[CH:9][C:8]=1[CH2:28][CH2:29][C:30]([O:32][C:33]([CH3:36])([CH3:35])[CH3:34])=[O:31].CCCC[N+](CCCC)(CCCC)CCCC.[F-]. The catalyst is C1COCC1. The product is [C:33]([O:32][C:30]([CH2:29][CH2:28][C:8]1[CH:9]=[CH:10][C:11]([O:13][CH2:14][CH2:15][C:16]2[N:17]=[C:18]([C:22]3[CH:23]=[CH:24][CH:25]=[CH:26][CH:27]=3)[O:19][C:20]=2[CH3:21])=[CH:12][C:7]=1[C:6]([OH:37])=[O:5])=[O:31])([CH3:36])([CH3:34])[CH3:35]. The yield is 0.980. (3) The reactants are [NH:1]([C:11]([O:13][CH2:14][CH:15]1[C:27]2[C:22](=[CH:23][CH:24]=[CH:25][CH:26]=2)[C:21]2[C:16]1=[CH:17][CH:18]=[CH:19][CH:20]=2)=[O:12])[C@H:2]([C:8]([OH:10])=[O:9])[CH2:3][CH2:4][CH2:5][CH2:6][NH2:7].Cl.[CH3:29][N:30]1[CH:34]=[CH:33][N:32]=[C:31]1[CH:35]=O.[BH-](O[C:47]([CH3:49])=O)(OC(C)=O)OC(C)=O.[Na+].O. The catalyst is ClCCCl. The product is [CH:17]1[C:16]2[CH:15]([CH2:14][O:13][C:11]([NH:1][C@@H:2]([CH2:3][CH2:4][CH2:5][CH2:6][N:7]([CH2:35][C:31]3[N:30]([CH3:29])[CH:47]=[CH:49][N:32]=3)[CH2:35][C:31]3[N:30]([CH3:29])[CH:34]=[CH:33][N:32]=3)[C:8]([OH:10])=[O:9])=[O:12])[C:27]3[C:22](=[CH:23][CH:24]=[CH:25][CH:26]=3)[C:21]=2[CH:20]=[CH:19][CH:18]=1. The yield is 0.920. (4) The reactants are C(OC(N1CCC(C(O[C:21]2[CH:43]=[CH:42][C:24]3[C:25]4[N:29]([CH2:30][CH2:31][O:32][C:23]=3[CH:22]=2)[CH:28]=[C:27]([C:33]2[N:34]([CH:39]([CH3:41])[CH3:40])[N:35]=[C:36]([CH3:38])[N:37]=2)[N:26]=4)CC)CC1)=O)C1C=CC=CC=1.[CH3:44][O:45][C:46](=[O:52])[CH:47]([OH:51])[CH2:48][CH2:49][Br:50].C1(P(C2C=CC=CC=2)C2C=CC=CC=2)C=CC=CC=1.CC(OC(/N=N/C(OC(C)C)=O)=O)C. The catalyst is O1CCOCC1.CCOC(C)=O. The product is [CH3:44][O:45][C:46](=[O:52])[CH:47]([O:51][C:21]1[CH:43]=[CH:42][C:24]2[C:25]3[N:29]([CH2:30][CH2:31][O:32][C:23]=2[CH:22]=1)[CH:28]=[C:27]([C:33]1[N:34]([CH:39]([CH3:41])[CH3:40])[N:35]=[C:36]([CH3:38])[N:37]=1)[N:26]=3)[CH2:48][CH2:49][Br:50]. The yield is 0.580. (5) The reactants are [CH3:1][N:2]1[C:7]([CH3:8])=[CH:6][C:5](=[O:9])[C:4]([O:10]CC2C=CC=CC=2)=[C:3]1[CH:18]([O:21][CH3:22])[CH2:19][CH3:20].[ClH:23]. The yield is 0.793. The catalyst is CO.O.[Pd]. The product is [ClH:23].[CH3:1][N:2]1[C:7]([CH3:8])=[CH:6][C:5](=[O:9])[C:4]([OH:10])=[C:3]1[CH:18]([O:21][CH3:22])[CH2:19][CH3:20].